This data is from Reaction yield outcomes from USPTO patents with 853,638 reactions. The task is: Predict the reaction yield, written as a fraction of the theoretical maximum amount of product (1.0 means a 100% yield; for example, 0.34 means a 34% yield). The reactants are CC1(C)C(C)(C)OB([C:9]2[CH:14]=[CH:13][C:12]([C:15]3([C:21]#[N:22])[CH2:20][CH2:19][O:18][CH2:17][CH2:16]3)=[CH:11][CH:10]=2)O1.C([O-])([O-])=O.[Na+].[Na+].Br[C:31]1[N:32]=[CH:33][C:34]([NH2:37])=[N:35][CH:36]=1. The catalyst is CCCCO.C1C=CC([P]([Pd]([P](C2C=CC=CC=2)(C2C=CC=CC=2)C2C=CC=CC=2)([P](C2C=CC=CC=2)(C2C=CC=CC=2)C2C=CC=CC=2)[P](C2C=CC=CC=2)(C2C=CC=CC=2)C2C=CC=CC=2)(C2C=CC=CC=2)C2C=CC=CC=2)=CC=1. The product is [NH2:37][C:34]1[N:35]=[CH:36][C:31]([C:9]2[CH:10]=[CH:11][C:12]([C:15]3([C:21]#[N:22])[CH2:16][CH2:17][O:18][CH2:19][CH2:20]3)=[CH:13][CH:14]=2)=[N:32][CH:33]=1. The yield is 0.790.